This data is from Full USPTO retrosynthesis dataset with 1.9M reactions from patents (1976-2016). The task is: Predict the reactants needed to synthesize the given product. (1) Given the product [CH3:3][O:4][C:5]([CH2:7][N:8]1[C:12](/[CH:13]=[C:14]2\[CH2:15][N:16]([C:21]([C:34]3[CH:35]=[CH:36][CH:37]=[CH:38][CH:39]=3)([C:28]3[CH:29]=[CH:30][CH:31]=[CH:32][CH:33]=3)[C:22]3[CH:23]=[CH:24][CH:25]=[CH:26][CH:27]=3)[CH2:17][CH2:18][CH:19]\2[OH:20])=[CH:11][N:10]=[N:9]1)=[O:6], predict the reactants needed to synthesize it. The reactants are: [BH4-].[Na+].[CH3:3][O:4][C:5]([CH2:7][N:8]1[C:12](/[CH:13]=[C:14]2\[CH2:15][N:16]([C:21]([C:34]3[CH:39]=[CH:38][CH:37]=[CH:36][CH:35]=3)([C:28]3[CH:33]=[CH:32][CH:31]=[CH:30][CH:29]=3)[C:22]3[CH:27]=[CH:26][CH:25]=[CH:24][CH:23]=3)[CH2:17][CH2:18][C:19]\2=[O:20])=[CH:11][N:10]=[N:9]1)=[O:6]. (2) Given the product [CH2:25]([O:24][C:22](=[O:23])[CH2:21][N:4]1[C:5]([CH3:19])=[C:6]([C:7]2[CH:14]=[CH:13][C:12]([C:15]([F:16])([F:18])[F:17])=[CH:11][C:8]=2[CH:9]=[O:10])[C:2]([CH3:1])=[N:3]1)[CH3:26], predict the reactants needed to synthesize it. The reactants are: [CH3:1][C:2]1[C:6]([C:7]2[CH:14]=[CH:13][C:12]([C:15]([F:18])([F:17])[F:16])=[CH:11][C:8]=2[CH:9]=[O:10])=[C:5]([CH3:19])[NH:4][N:3]=1.Br[CH2:21][C:22]([O:24][CH2:25][CH3:26])=[O:23]. (3) Given the product [CH3:21][O:20][C:18]1[CH:17]=[CH:16][CH:15]=[C:14]2[C:19]=1[C:11]([NH:10][S:7]([C:5]1[S:6][CH:2]=[CH:3][CH:4]=1)(=[O:8])=[O:9])=[N:12][N:13]2[CH2:22][C:23]1[CH:24]=[C:25]([CH2:29][NH:30][C:31](=[O:33])[CH3:32])[CH:26]=[CH:27][CH:28]=1, predict the reactants needed to synthesize it. The reactants are: Cl[C:2]1[S:6][C:5]([S:7]([NH:10][C:11]2[C:19]3[C:14](=[CH:15][CH:16]=[CH:17][C:18]=3[O:20][CH3:21])[N:13]([CH2:22][C:23]3[CH:24]=[C:25]([CH2:29][NH:30][C:31](=[O:33])[CH3:32])[CH:26]=[CH:27][CH:28]=3)[N:12]=2)(=[O:9])=[O:8])=[CH:4][CH:3]=1.[H-].[Al+3].[Li+].[H-].[H-].[H-]. (4) Given the product [C:23]([O:26][C:33]([NH:1][C@H:2]([C:4]1[CH:12]=[CH:11][C:7]([C:8]([OH:10])=[O:9])=[C:6]([F:13])[CH:5]=1)[CH3:3])=[O:34])([CH3:25])([CH3:14])[CH3:24], predict the reactants needed to synthesize it. The reactants are: [NH2:1][C@H:2]([C:4]1[CH:12]=[CH:11][C:7]([C:8]([OH:10])=[O:9])=[C:6]([F:13])[CH:5]=1)[CH3:3].[CH2:14](Cl)Cl.CCN([CH:23]([CH3:25])[CH3:24])C(C)C.[OH-:26].[Na+].CN1[C:33](=[O:34])CCC1.